This data is from Reaction yield outcomes from USPTO patents with 853,638 reactions. The task is: Predict the reaction yield, written as a fraction of the theoretical maximum amount of product (1.0 means a 100% yield; for example, 0.34 means a 34% yield). (1) The reactants are [CH2:1]([NH:5][C:6]([CH:8]1[CH2:13][CH2:12][CH2:11][N:10]([C:14]2[N:19]=[C:18]([CH3:20])[C:17]([CH:21]([CH2:26][CH2:27][CH3:28])[C:22]([O:24]C)=[O:23])=[C:16]([C:29]3[CH:34]=[CH:33][C:32]([CH3:35])=[CH:31][CH:30]=3)[N:15]=2)[CH2:9]1)=[O:7])[CH:2]([CH3:4])[CH3:3].[OH-].[Na+]. The catalyst is CO. The product is [CH2:1]([NH:5][C:6]([CH:8]1[CH2:13][CH2:12][CH2:11][N:10]([C:14]2[N:19]=[C:18]([CH3:20])[C:17]([CH:21]([CH2:26][CH2:27][CH3:28])[C:22]([OH:24])=[O:23])=[C:16]([C:29]3[CH:30]=[CH:31][C:32]([CH3:35])=[CH:33][CH:34]=3)[N:15]=2)[CH2:9]1)=[O:7])[CH:2]([CH3:4])[CH3:3]. The yield is 0.110. (2) The reactants are [Cl:1][C:2]1[CH:3]=[C:4]2[C:8](=[CH:9][CH:10]=1)[NH:7][CH:6]=[C:5]2[CH2:11][CH2:12][NH:13][C:14](=[O:23])[C:15]1[CH:20]=[CH:19][C:18]([CH2:21]Cl)=[CH:17][CH:16]=1.[C:24]1([CH3:33])[CH:29]=[CH:28][CH:27]=[C:26](B(O)O)[CH:25]=1.C(=O)([O-])[O-].[Na+].[Na+].[I-].[Na+]. The catalyst is C(COC)OC.O.C1C=CC([P]([Pd]([P](C2C=CC=CC=2)(C2C=CC=CC=2)C2C=CC=CC=2)([P](C2C=CC=CC=2)(C2C=CC=CC=2)C2C=CC=CC=2)[P](C2C=CC=CC=2)(C2C=CC=CC=2)C2C=CC=CC=2)(C2C=CC=CC=2)C2C=CC=CC=2)=CC=1. The product is [Cl:1][C:2]1[CH:3]=[C:4]2[C:8](=[CH:9][CH:10]=1)[NH:7][CH:6]=[C:5]2[CH2:11][CH2:12][NH:13][C:14](=[O:23])[C:15]1[CH:20]=[CH:19][C:18]([CH2:21][C:26]2[CH:27]=[CH:28][CH:29]=[C:24]([CH3:33])[CH:25]=2)=[CH:17][CH:16]=1. The yield is 0.460. (3) The product is [O:15]1[CH2:14][CH2:13][O:16][CH:1]1[C:3]1[CH:4]=[C:5]([CH:10]=[CH:11][CH:12]=1)[C:6]([O:8][CH3:9])=[O:7]. The catalyst is C1(C)C=CC=CC=1.C(OCC)(=O)C. The yield is 0.980. The reactants are [CH:1]([C:3]1[CH:4]=[C:5]([CH:10]=[CH:11][CH:12]=1)[C:6]([O:8][CH3:9])=[O:7])=O.[CH2:13]([OH:16])[CH2:14][OH:15].O.C1(C)C=CC(S(O)(=O)=O)=CC=1. (4) The yield is 0.640. The catalyst is C(O)(C)(C)C.O. The product is [OH:41][CH:2]([CH2:27][OH:30])[CH2:1][C:4]1[CH:25]=[CH:24][C:7]([NH:8][C:9]2[C:21]([F:22])=[C:20]([F:23])[CH:19]=[CH:18][C:10]=2[C:11]([NH:13][O:14][CH2:15][CH2:16][OH:17])=[O:12])=[C:6]([F:26])[CH:5]=1. The reactants are [CH2:1]([C:4]1[CH:25]=[CH:24][C:7]([NH:8][C:9]2[C:21]([F:22])=[C:20]([F:23])[CH:19]=[CH:18][C:10]=2[C:11]([NH:13][O:14][CH2:15][CH2:16][OH:17])=[O:12])=[C:6]([F:26])[CH:5]=1)[CH:2]=C.[C:27]([O-:30])([O-])=O.[K+].[K+].N12CCN(CC1)CC2.[O-:41]S(S([O-])=O)=O.[Na+].[Na+]. (5) The reactants are Cl[C:2]1[C:11]([O:12][CH3:13])=[N:10][C:9]2[C:4](=[CH:5][CH:6]=[C:7]([CH3:14])[CH:8]=2)[N:3]=1.[CH3:15][O:16][C:17]1[CH:24]=[C:23]([O:25][CH3:26])[CH:22]=[CH:21][C:18]=1[CH2:19][NH2:20].O. The catalyst is CS(C)=O. The product is [CH3:15][O:16][C:17]1[CH:24]=[C:23]([O:25][CH3:26])[CH:22]=[CH:21][C:18]=1[CH2:19][NH:20][C:2]1[C:11]([O:12][CH3:13])=[N:10][C:9]2[C:4](=[CH:5][CH:6]=[C:7]([CH3:14])[CH:8]=2)[N:3]=1. The yield is 0.900. (6) The reactants are [F:1][C:2]1[CH:7]=[CH:6][C:5]([C:8]2[O:9][C:10]3[CH:20]=[CH:19][C:18]([O:21]CC(C)=C)=[CH:17][C:11]=3[C:12]=2[C:13]([O:15][CH3:16])=[O:14])=[CH:4][CH:3]=1. The catalyst is CN1C(=O)CCC1. The yield is 0.600. The product is [F:1][C:2]1[CH:7]=[CH:6][C:5]([C:8]2[O:9][C:10]3[CH:20]=[CH:19][C:18]([OH:21])=[C:17]([CH2:6][C:5]([CH3:8])=[CH2:4])[C:11]=3[C:12]=2[C:13]([O:15][CH3:16])=[O:14])=[CH:4][CH:3]=1. (7) The reactants are C1(C)C=CC(S(O[CH2:11][CH2:12][O:13][CH2:14][CH2:15][O:16][CH2:17][CH2:18][O:19][CH2:20][CH2:21][O:22][CH2:23][CH2:24][O:25][CH2:26][CH2:27]OS(C2C=CC(C)=CC=2)(=O)=O)(=O)=O)=CC=1.[Br:40][C:41]1[CH:42]=[C:43]([OH:47])[CH:44]=[CH:45][CH:46]=1.[C:48]([O-:51])([O-])=O.[K+].[K+]. The catalyst is CN(C=O)C. The product is [Br:40][C:41]1[CH:42]=[C:43]([O:47][CH2:27][CH2:26][O:25][CH2:24][CH2:23][O:22][CH2:21][CH2:20][O:19][CH2:18][CH2:17][O:16][CH2:15][CH2:14][O:13][CH2:12][CH2:11][O:51][C:48]2[CH:44]=[CH:45][CH:46]=[C:41]([Br:40])[CH:42]=2)[CH:44]=[CH:45][CH:46]=1. The yield is 0.690. (8) The reactants are [F:1][C:2]1[CH:3]=[CH:4][C:5]([OH:17])=[N:6][C:7]=1[NH:8][CH2:9][C:10]1[CH:15]=[CH:14][CH:13]=[C:12]([F:16])[CH:11]=1.C(N(CC)CC)C.[F:25][C:26]([F:39])([F:38])[S:27](O[S:27]([C:26]([F:39])([F:38])[F:25])(=[O:29])=[O:28])(=[O:29])=[O:28].C([O-])(O)=O.[Na+]. The catalyst is C(Cl)Cl. The product is [F:25][C:26]([F:39])([F:38])[S:27]([O:17][C:5]1[CH:4]=[CH:3][C:2]([F:1])=[C:7]([NH:8][CH2:9][C:10]2[CH:15]=[CH:14][CH:13]=[C:12]([F:16])[CH:11]=2)[N:6]=1)(=[O:29])=[O:28]. The yield is 0.870.